Dataset: Reaction yield outcomes from USPTO patents with 853,638 reactions. Task: Predict the reaction yield, written as a fraction of the theoretical maximum amount of product (1.0 means a 100% yield; for example, 0.34 means a 34% yield). (1) The reactants are [CH3:1][O:2][C:3]([C:5]1[C:10](O)=[CH:9][C:8](=[O:12])[N:7]([C:13]2[CH:18]=[CH:17][CH:16]=[CH:15][CH:14]=2)[N:6]=1)=[O:4].P(Cl)(Cl)([Cl:21])=O. No catalyst specified. The product is [CH3:1][O:2][C:3]([C:5]1[C:10]([Cl:21])=[CH:9][C:8](=[O:12])[N:7]([C:13]2[CH:18]=[CH:17][CH:16]=[CH:15][CH:14]=2)[N:6]=1)=[O:4]. The yield is 0.840. (2) The reactants are CC1(C)C(C)(C)OB([C:9]2[CH:10]=[C:11]3[CH:17]=[CH:16][NH:15][C:12]3=[N:13][CH:14]=2)O1.Br[C:20]1[CH:25]=[CH:24][C:23]([O:26][CH2:27][CH2:28][O:29][CH3:30])=[CH:22][CH:21]=1.C(=O)([O-])[O-].[K+].[K+]. The yield is 0.670. The product is [CH3:30][O:29][CH2:28][CH2:27][O:26][C:23]1[CH:24]=[CH:25][C:20]([C:9]2[CH:10]=[C:11]3[CH:17]=[CH:16][NH:15][C:12]3=[N:13][CH:14]=2)=[CH:21][CH:22]=1. The catalyst is O1CCCC1.C(OCC)(=O)C.C(=O)([O-])[O-].[Na+].[Na+].C1C=CC([P]([Pd]([P](C2C=CC=CC=2)(C2C=CC=CC=2)C2C=CC=CC=2)([P](C2C=CC=CC=2)(C2C=CC=CC=2)C2C=CC=CC=2)[P](C2C=CC=CC=2)(C2C=CC=CC=2)C2C=CC=CC=2)(C2C=CC=CC=2)C2C=CC=CC=2)=CC=1. (3) The reactants are [F:1][C:2]1[C:3]([F:12])=[CH:4][C:5]2[S:9][C:8]([NH2:10])=[N:7][C:6]=2[CH:11]=1.[F:13][C:14]([F:29])([F:28])[C:15]1[CH:16]=[C:17]([CH:21]=[C:22]([C:24]([F:27])([F:26])[F:25])[CH:23]=1)[C:18](Cl)=[O:19].Br[CH:31]([CH3:37])[C:32]([O:34]CC)=[O:33].COC1C=CC2N=C(N)SC=2C=1.ClC1C=C(C=CC=1)C(Cl)=O.BrCC(OCC)=O. No catalyst specified. The product is [F:13][C:14]([F:29])([F:28])[C:15]1[CH:16]=[C:17]([CH:21]=[C:22]([C:24]([F:27])([F:26])[F:25])[CH:23]=1)[C:18]([N:10]=[C:8]1[N:7]([CH:31]([CH3:37])[C:32]([OH:34])=[O:33])[C:6]2[CH:11]=[C:2]([F:1])[C:3]([F:12])=[CH:4][C:5]=2[S:9]1)=[O:19]. The yield is 0.250.